The task is: Predict the reaction yield, written as a fraction of the theoretical maximum amount of product (1.0 means a 100% yield; for example, 0.34 means a 34% yield).. This data is from Reaction yield outcomes from USPTO patents with 853,638 reactions. (1) The reactants are [H-].[Al+3].[Li+].[H-].[H-].[H-].[C:7]([O:11][C:12]([N:14]1[CH2:19][CH2:18][CH:17]([C:20](=[O:25])N(OC)C)[CH2:16][CH2:15]1)=[O:13])([CH3:10])([CH3:9])[CH3:8]. The catalyst is CCOCC. The product is [C:7]([O:11][C:12]([N:14]1[CH2:19][CH2:18][CH:17]([CH:20]=[O:25])[CH2:16][CH2:15]1)=[O:13])([CH3:10])([CH3:9])[CH3:8]. The yield is 0.840. (2) The reactants are NC1C=CC(S(NC2C=CC=CC=2C)(=O)=O)=CC=1.[CH3:19][O:20][C:21]1[CH:26]=[C:25]([N+:27]([O-])=O)[CH:24]=[CH:23][C:22]=1[S:30]([NH:33][C:34]1[CH:39]=[CH:38][C:37]([O:40][CH3:41])=[CH:36][CH:35]=1)(=[O:32])=[O:31]. No catalyst specified. The product is [NH2:27][C:25]1[CH:24]=[CH:23][C:22]([S:30]([NH:33][C:34]2[CH:39]=[CH:38][C:37]([O:40][CH3:41])=[CH:36][CH:35]=2)(=[O:32])=[O:31])=[C:21]([O:20][CH3:19])[CH:26]=1. The yield is 0.770.